This data is from TCR-epitope binding with 47,182 pairs between 192 epitopes and 23,139 TCRs. The task is: Binary Classification. Given a T-cell receptor sequence (or CDR3 region) and an epitope sequence, predict whether binding occurs between them. (1) The epitope is SEETGTLIV. The TCR CDR3 sequence is CSVRSDSSYNEQFF. Result: 1 (the TCR binds to the epitope). (2) Result: 0 (the TCR does not bind to the epitope). The TCR CDR3 sequence is CASTPGTGDVQPQHF. The epitope is RPHERNGFTVL. (3) The epitope is GTITVEELK. The TCR CDR3 sequence is CASSEWDRGNQPQHF. Result: 1 (the TCR binds to the epitope). (4) The epitope is KLGGALQAK. The TCR CDR3 sequence is CASSFPGSTGELFF. Result: 1 (the TCR binds to the epitope). (5) The epitope is FIAGLIAIV. The TCR CDR3 sequence is CASSSEYPGTSGPGELFF. Result: 1 (the TCR binds to the epitope). (6) The epitope is DATYQRTRALVR. The TCR CDR3 sequence is CASSLVTGEDVTGELFF. Result: 0 (the TCR does not bind to the epitope). (7) The epitope is FLYNLLTRV. The TCR CDR3 sequence is CASSFLAGAGDTQYF. Result: 0 (the TCR does not bind to the epitope). (8) The epitope is LLFNKVTLA. The TCR CDR3 sequence is CASSGGRGNIQYF. Result: 0 (the TCR does not bind to the epitope).